Dataset: Full USPTO retrosynthesis dataset with 1.9M reactions from patents (1976-2016). Task: Predict the reactants needed to synthesize the given product. Given the product [CH3:12][O:13][C:14]1[CH:15]=[C:16]([C:2]2[CH:7]=[CH:6][CH:5]=[C:4]([CH2:8][C:9]([NH2:11])=[O:10])[CH:3]=2)[CH:17]=[CH:18][CH:19]=1, predict the reactants needed to synthesize it. The reactants are: Br[C:2]1[CH:3]=[C:4]([CH2:8][C:9]([NH2:11])=[O:10])[CH:5]=[CH:6][CH:7]=1.[CH3:12][O:13][C:14]1[CH:19]=[CH:18][CH:17]=[CH:16][C:15]=1B(O)O.C(=O)([O-])[O-].[Na+].[Na+].